From a dataset of Peptide-MHC class II binding affinity with 134,281 pairs from IEDB. Regression. Given a peptide amino acid sequence and an MHC pseudo amino acid sequence, predict their binding affinity value. This is MHC class II binding data. (1) The peptide sequence is KELKGAYVYFASDAS. The MHC is DRB1_1001 with pseudo-sequence DRB1_1001. The binding affinity (normalized) is 0.801. (2) The peptide sequence is EALIHQLKINPYVLS. The MHC is H-2-IEk with pseudo-sequence H-2-IEk. The binding affinity (normalized) is 0.893.